This data is from Full USPTO retrosynthesis dataset with 1.9M reactions from patents (1976-2016). The task is: Predict the reactants needed to synthesize the given product. (1) The reactants are: O=C1C2C(=CC=CC=2)C(=O)[N:3]1[CH2:12][CH2:13][CH2:14][N:15]1[CH2:20][CH2:19][N:18]([C:21]([O:23][C:24]([CH3:27])([CH3:26])[CH3:25])=[O:22])[CH2:17][CH2:16]1.O.NN. Given the product [NH2:3][CH2:12][CH2:13][CH2:14][N:15]1[CH2:20][CH2:19][N:18]([C:21]([O:23][C:24]([CH3:27])([CH3:26])[CH3:25])=[O:22])[CH2:17][CH2:16]1, predict the reactants needed to synthesize it. (2) Given the product [F:3][C:4]1[CH:11]=[C:10]([CH3:12])[CH:9]=[C:8]([F:13])[C:5]=1[C:6]([OH:1])=[O:7], predict the reactants needed to synthesize it. The reactants are: [OH-:1].[Na+].[F:3][C:4]1[CH:11]=[C:10]([CH3:12])[CH:9]=[C:8]([F:13])[C:5]=1[CH:6]=[O:7]. (3) The reactants are: Br[C:2]1[CH:18]=[CH:17][C:5]([O:6][C:7]2[CH:8]=[C:9]([CH2:13][C:14]([OH:16])=[O:15])[CH:10]=[CH:11][CH:12]=2)=[C:4]([CH2:19][N:20]2[C@@H:24]([CH3:25])[C@@H:23]([C:26]3[CH:31]=[CH:30][CH:29]=[CH:28][CH:27]=3)[O:22][C:21]2=[O:32])[CH:3]=1.[CH3:33][N:34]1[CH:38]=[C:37](B2OC(C)(C)C(C)(C)O2)[CH:36]=[N:35]1. Given the product [CH3:25][C@H:24]1[C@@H:23]([C:26]2[CH:31]=[CH:30][CH:29]=[CH:28][CH:27]=2)[O:22][C:21](=[O:32])[N:20]1[CH2:19][C:4]1[CH:3]=[C:2]([C:37]2[CH:36]=[N:35][N:34]([CH3:33])[CH:38]=2)[CH:18]=[CH:17][C:5]=1[O:6][C:7]1[CH:8]=[C:9]([CH2:13][C:14]([OH:16])=[O:15])[CH:10]=[CH:11][CH:12]=1, predict the reactants needed to synthesize it. (4) Given the product [C:1]([C:5]1[S:9][C:8](=[N:10][S:11]([C:14]2[C:23]3[C:18](=[CH:19][CH:20]=[CH:21][CH:22]=3)[CH:17]=[CH:16][CH:15]=2)(=[O:13])=[O:12])[N:7]([CH2:30][CH:31]2[CH2:33][CH2:32]2)[C:6]=1[CH3:24])([CH3:4])([CH3:3])[CH3:2], predict the reactants needed to synthesize it. The reactants are: [C:1]([C:5]1[S:9][C:8]([NH:10][S:11]([C:14]2[C:23]3[C:18](=[CH:19][CH:20]=[CH:21][CH:22]=3)[CH:17]=[CH:16][CH:15]=2)(=[O:13])=[O:12])=[N:7][C:6]=1[CH3:24])([CH3:4])([CH3:3])[CH3:2].[H-].[Na+].[I-].[Na+].Br[CH2:30][CH:31]1[CH2:33][CH2:32]1.